This data is from Forward reaction prediction with 1.9M reactions from USPTO patents (1976-2016). The task is: Predict the product of the given reaction. (1) Given the reactants [CH3:1][O:2][C:3](=[O:23])[CH2:4][NH:5][C:6]([C:8]1[C:13]([OH:14])=[CH:12][C:11]([C:15]2[CH:20]=[CH:19][CH:18]=[C:17]([C:21]#[N:22])[CH:16]=2)=[CH:10][N:9]=1)=[O:7].C[Si](N=[N+]=[N-])(C)C.[CH2:31]([Sn](=O)[CH2:31][CH2:32][CH2:33][CH3:34])[CH2:32][CH2:33][CH3:34].C[O:42]CCOC, predict the reaction product. The product is: [CH3:1][O:2][C:3](=[O:23])[CH2:4][NH:5][C:6]([C:8]1[C:13]([OH:14])=[CH:12][C:11]([C:15]2[CH:20]=[CH:19][CH:18]=[C:17]([C:21]([N:22]3[CH2:34][CH2:33][CH2:32][CH2:31]3)=[O:42])[CH:16]=2)=[CH:10][N:9]=1)=[O:7]. (2) Given the reactants [F:1][C:2]1[CH:16]=[CH:15][C:5]([O:6][C:7]2[CH:14]=[CH:13][C:10]([CH:11]=O)=[CH:9][CH:8]=2)=[CH:4][CH:3]=1.[C:17]([NH:21][NH2:22])([O:19][CH3:20])=[O:18].CC(O)=O, predict the reaction product. The product is: [C:17]([NH:21][N:22]=[CH:11][C:10]1[CH:13]=[CH:14][C:7]([O:6][C:5]2[CH:15]=[CH:16][C:2]([F:1])=[CH:3][CH:4]=2)=[CH:8][CH:9]=1)([O:19][CH3:20])=[O:18]. (3) Given the reactants Br[C:2]1[CH:7]=[C:6]([Br:8])[CH:5]=[C:4]([Br:9])[CH:3]=1.[Li]CCCC.[Cl:15][C:16]1[CH:17]=[C:18]([CH:25]=[C:26]([CH3:28])[N:27]=1)[C:19](N(OC)C)=[O:20].C(=O)(O)[O-].[Na+], predict the reaction product. The product is: [Cl:15][C:16]1[CH:17]=[C:18]([C:19]([C:2]2[CH:7]=[C:6]([Br:8])[CH:5]=[C:4]([Br:9])[CH:3]=2)=[O:20])[CH:25]=[C:26]([CH3:28])[N:27]=1. (4) Given the reactants [OH:1][C:2]1[CH:3]=[C:4]2[C:9](=[CH:10][CH:11]=1)[CH:8]=[C:7]([C:12]([OH:14])=O)[CH:6]=[CH:5]2.[NH:15]1[CH2:20][CH2:19][S:18][CH2:17][CH2:16]1, predict the reaction product. The product is: [OH:1][C:2]1[CH:3]=[C:4]2[C:9](=[CH:10][CH:11]=1)[CH:8]=[C:7]([C:12]([N:15]1[CH2:20][CH2:19][S:18][CH2:17][CH2:16]1)=[O:14])[CH:6]=[CH:5]2. (5) Given the reactants [Cl-].[CH3:2][NH:3][C:4](=[O:10])[CH2:5][CH2:6][CH2:7][NH2+:8][CH3:9].[CH3:11][N:12]1[C:24]2[CH2:23][CH2:22][CH:21]([CH:25]3[CH2:30][CH2:29][O:28][CH2:27][CH2:26]3)[CH2:20][C:19]=2[C:18]2[C:13]1=[CH:14][CH:15]=[C:16]([C:31](O)=[O:32])[CH:17]=2.CCN(C(C)C)C(C)C.CN(C(ON1N=NC2C=CC=NC1=2)=[N+](C)C)C.F[P-](F)(F)(F)(F)F, predict the reaction product. The product is: [CH3:2][NH:3][C:4](=[O:10])[CH2:5][CH2:6][CH2:7][N:8]([CH3:9])[C:31]([C:16]1[CH:17]=[C:18]2[C:13](=[CH:14][CH:15]=1)[N:12]([CH3:11])[C:24]1[CH2:23][CH2:22][CH:21]([CH:25]3[CH2:26][CH2:27][O:28][CH2:29][CH2:30]3)[CH2:20][C:19]2=1)=[O:32]. (6) Given the reactants [Cl:1][C:2]1[CH:7]=[C:6]([O:8][C:9]2[C:14]([F:15])=[CH:13][C:12]([NH:16][C:17]([C:19]3[C:20](=[O:35])[N:21]([C:28]4[CH:33]=[CH:32][C:31]([F:34])=[CH:30][CH:29]=4)[CH:22]=[CH:23][C:24]=3[O:25][CH2:26][CH3:27])=[O:18])=[C:11]([F:36])[CH:10]=2)[CH:5]=[CH:4][N:3]=1.[C:37]([O-])([O-])=O.[K+].[K+], predict the reaction product. The product is: [Cl:1][C:2]1[CH:7]=[C:6]([O:8][C:9]2[C:14]([F:15])=[CH:13][C:12]([NH:16][C:17]([C:19]3[C:20](=[O:35])[N:21]([C:28]4[CH:33]=[CH:32][C:31]([F:34])=[CH:30][CH:29]=4)[CH:22]=[CH:23][C:24]=3[O:25][CH:26]([CH3:37])[CH3:27])=[O:18])=[C:11]([F:36])[CH:10]=2)[CH:5]=[CH:4][N:3]=1. (7) Given the reactants [C:1]([O:7][CH2:8][CH3:9])(=[O:6])[CH2:2][C:3]([CH3:5])=[O:4].CO[CH:12](OC)[N:13]([CH3:15])[CH3:14], predict the reaction product. The product is: [CH2:8]([O:7][C:1](=[O:6])[C:2]([C:3](=[O:4])[CH3:5])=[CH:12][N:13]([CH3:15])[CH3:14])[CH3:9]. (8) Given the reactants [OH:1][C:2]([C@@H:5]1[CH2:10][N:9](C(OC(C)(C)C)=O)[CH2:8][CH2:7][N:6]1C(OC(C)(C)C)=O)([CH3:4])[CH3:3].CO.[ClH:27], predict the reaction product. The product is: [ClH:27].[ClH:27].[NH:6]1[CH2:7][CH2:8][NH:9][CH2:10][C@H:5]1[C:2]([OH:1])([CH3:4])[CH3:3]. (9) Given the reactants [CH3:1][C:2]([CH3:7])([CH2:5][OH:6])[CH2:3][OH:4].[P:8](Cl)(Cl)Cl.[CH3:12][O:13][C:14](=[O:28])[CH2:15][CH2:16][C:17]1[CH:22]=[CH:21][C:20]([OH:23])=[C:19]([C:24]([CH3:27])([CH3:26])[CH3:25])[CH:18]=1.C(N(CC)CC)C, predict the reaction product. The product is: [CH3:12][O:13][C:14](=[O:28])[CH2:15][CH2:16][C:17]1[CH:22]=[CH:21][C:20]([O:23][P:8]2[O:6][CH2:5][C:2]([CH3:7])([CH3:1])[CH2:3][O:4]2)=[C:19]([C:24]([CH3:25])([CH3:27])[CH3:26])[CH:18]=1.